From a dataset of Forward reaction prediction with 1.9M reactions from USPTO patents (1976-2016). Predict the product of the given reaction. (1) Given the reactants C[O:2][C:3]([C:5]1[CH:25]=[CH:24][C:8]2[NH:9][C:10]([C:12](=[O:23])[NH:13][CH:14]3[CH2:19][CH2:18][N:17]([CH:20]4[CH2:22][CH2:21]4)[CH2:16][CH2:15]3)=[N:11][C:7]=2[CH:6]=1)=[O:4].Br[CH2:27][C:28]1[O:32][N:31]=[C:30]([C:33]2[S:34][C:35]([Cl:38])=[CH:36][CH:37]=2)[CH:29]=1.CC#N.O, predict the reaction product. The product is: [Cl:38][C:35]1[S:34][C:33]([C:30]2[CH:29]=[C:28]([CH2:27][N:9]3[C:8]4[CH:24]=[CH:25][C:5]([C:3]([OH:2])=[O:4])=[CH:6][C:7]=4[N:11]=[C:10]3[C:12](=[O:23])[NH:13][CH:14]3[CH2:19][CH2:18][N:17]([CH:20]4[CH2:22][CH2:21]4)[CH2:16][CH2:15]3)[O:32][N:31]=2)=[CH:37][CH:36]=1.[Cl:38][C:35]1[S:34][C:33]([C:30]2[CH:29]=[C:28]([CH2:27][N:11]3[C:7]4[CH:6]=[C:5]([C:3]([OH:2])=[O:4])[CH:25]=[CH:24][C:8]=4[N:9]=[C:10]3[C:12](=[O:23])[NH:13][CH:14]3[CH2:15][CH2:16][N:17]([CH:20]4[CH2:21][CH2:22]4)[CH2:18][CH2:19]3)[O:32][N:31]=2)=[CH:37][CH:36]=1. (2) Given the reactants [C:1]([CH2:4][C@@H:5]([C:25]1[CH:26]=[C:27]([C:31]#[C:32][C:33]2[CH:38]=[CH:37][C:36]([CH2:39][CH2:40][CH2:41][CH2:42][CH2:43][CH2:44][NH:45][C:46](=[O:77])[CH2:47][NH:48][C:49](=[O:76])[C@@H:50]([N:52]3[CH2:63][CH2:62][N:61]([CH2:64][C:65]([O-:67])=[O:66])[CH2:60][CH2:59][N:58]([CH2:68][C:69]([O-:71])=[O:70])[CH2:57][CH2:56][N:55]([CH2:72][C:73]([O-:75])=[O:74])[CH2:54][CH2:53]3)[CH3:51])=[CH:35][CH:34]=2)[CH:28]=[N:29][CH:30]=1)[NH:6][C:7]([C@@H:9]1[CH2:14][CH2:13][CH2:12][N:11]([C:15](=[O:24])[CH2:16][CH2:17][CH:18]2[CH2:23][CH2:22][NH:21][CH2:20][CH2:19]2)[CH2:10]1)=[O:8])([OH:3])=[O:2].[Gd+3:78], predict the reaction product. The product is: [C:1]([CH2:4][C@@H:5]([C:25]1[CH:26]=[C:27]([CH2:31][CH2:32][C:33]2[CH:38]=[CH:37][C:36]([CH2:39][CH2:40][CH2:41][CH2:42][CH2:43][CH2:44][NH:45][C:46](=[O:77])[CH2:47][NH:48][C:49](=[O:76])[C@@H:50]([N:52]3[CH2:63][CH2:62][N:61]([CH2:64][C:65]([O-:67])=[O:66])[CH2:60][CH2:59][N:58]([CH2:68][C:69]([O-:71])=[O:70])[CH2:57][CH2:56][N:55]([CH2:72][C:73]([O-:75])=[O:74])[CH2:54][CH2:53]3)[CH3:51])=[CH:35][CH:34]=2)[CH:28]=[N:29][CH:30]=1)[NH:6][C:7]([C@@H:9]1[CH2:14][CH2:13][CH2:12][N:11]([C:15](=[O:24])[CH2:16][CH2:17][CH:18]2[CH2:19][CH2:20][NH:21][CH2:22][CH2:23]2)[CH2:10]1)=[O:8])([OH:3])=[O:2].[Gd+3:78]. (3) Given the reactants [N+:1]([C:4]1[CH:17]=[CH:16][CH:15]=[CH:14][C:5]=1[NH:6][C:7]1[CH:12]=[CH:11][C:10]([NH2:13])=[CH:9][CH:8]=1)([O-:3])=[O:2].Br[C:19]1[S:20][CH:21]=[CH:22][N:23]=1.C(=O)([O-])[O-].[K+].[K+], predict the reaction product. The product is: [N+:1]([C:4]1[CH:17]=[CH:16][CH:15]=[CH:14][C:5]=1[NH:6][C:7]1[CH:8]=[CH:9][C:10]([NH:13][C:19]2[S:20][CH:21]=[CH:22][N:23]=2)=[CH:11][CH:12]=1)([O-:3])=[O:2]. (4) Given the reactants [N:1]1[C:6]([C:7]([OH:9])=O)=[CH:5][C:4]([C:10]([OH:12])=O)=[N:3][CH:2]=1.S(Cl)(Cl)=O.C([N:19]([CH2:22][CH3:23])CC)C.[Cl:24][C:25]1[CH:26]=[C:27]([CH:30]=[CH:31][C:32]=1[F:33])[CH2:28][NH2:29], predict the reaction product. The product is: [Cl:24][C:25]1[CH:26]=[C:27]([CH:30]=[CH:31][C:32]=1[F:33])[CH2:28][NH:29][C:10]([C:4]1[CH:5]=[C:6]([C:7]([NH:19][CH2:22][C:23]2[CH:30]=[CH:31][C:32]([F:33])=[C:25]([Cl:24])[CH:26]=2)=[O:9])[N:1]=[CH:2][N:3]=1)=[O:12]. (5) Given the reactants [OH:1][C:2]([CH3:35])([CH3:34])[CH2:3][C@@:4]1([C:28]2[CH:33]=[CH:32][CH:31]=[CH:30][CH:29]=2)[O:9][C:8](=[O:10])[N:7]([C@H:11]([C:13]2[CH:18]=[CH:17][C:16](B3OC(C)(C)C(C)(C)O3)=[CH:15][CH:14]=2)[CH3:12])[CH2:6][CH2:5]1.Br[C:37]1[C:38]([CH3:44])=[N:39][N:40]([CH3:43])[C:41]=1[CH3:42], predict the reaction product. The product is: [OH:1][C:2]([CH3:34])([CH3:35])[CH2:3][C@@:4]1([C:28]2[CH:29]=[CH:30][CH:31]=[CH:32][CH:33]=2)[O:9][C:8](=[O:10])[N:7]([C@H:11]([C:13]2[CH:18]=[CH:17][C:16]([C:37]3[C:38]([CH3:44])=[N:39][N:40]([CH3:43])[C:41]=3[CH3:42])=[CH:15][CH:14]=2)[CH3:12])[CH2:6][CH2:5]1. (6) Given the reactants [Br:1][C:2]1[CH:10]=[CH:9][C:5]([C:6](O)=[O:7])=[C:4]([O:11][CH3:12])[CH:3]=1.C(=O)([O-])[O-].[Na+].[Na+].S(Cl)([Cl:21])=O, predict the reaction product. The product is: [Br:1][C:2]1[CH:10]=[CH:9][C:5]([C:6]([Cl:21])=[O:7])=[C:4]([O:11][CH3:12])[CH:3]=1. (7) The product is: [CH3:1][C:2]1[N:3]=[C:4]([CH:7]([C:14]2[CH:15]=[CH:16][C:17]([O:20][CH2:21][C:22]3[CH:23]=[C:24]([C:28]4[CH:29]=[CH:30][C:31]([C:34]([F:37])([F:35])[F:36])=[CH:32][CH:33]=4)[CH:25]=[CH:26][CH:27]=3)=[CH:18][CH:19]=2)[CH2:8][C:9]([OH:11])=[O:10])[S:5][CH:6]=1. Given the reactants [CH3:1][C:2]1[N:3]=[C:4]([CH:7]([C:14]2[CH:19]=[CH:18][C:17]([O:20][CH2:21][C:22]3[CH:23]=[C:24]([C:28]4[CH:33]=[CH:32][C:31]([C:34]([F:37])([F:36])[F:35])=[CH:30][CH:29]=4)[CH:25]=[CH:26][CH:27]=3)=[CH:16][CH:15]=2)[CH2:8][C:9]([O:11]CC)=[O:10])[S:5][CH:6]=1, predict the reaction product. (8) Given the reactants [Cl:1][C:2]1[N:3]=[C:4]([N:12]2[CH2:17][CH2:16][O:15][CH2:14][CH2:13]2)[C:5]2[N:10]=[C:9](I)[S:8][C:6]=2[N:7]=1.CC1(C)C(C)(C)OB([C:26]2[CH:27]=[CH:28][C:29]([N:32]3[CH2:37][CH2:36][O:35][CH2:34][CH2:33]3)=[N:30][CH:31]=2)O1, predict the reaction product. The product is: [Cl:1][C:2]1[N:3]=[C:4]([N:12]2[CH2:17][CH2:16][O:15][CH2:14][CH2:13]2)[C:5]2[N:10]=[C:9]([C:26]3[CH:31]=[N:30][C:29]([N:32]4[CH2:33][CH2:34][O:35][CH2:36][CH2:37]4)=[CH:28][CH:27]=3)[S:8][C:6]=2[N:7]=1.